This data is from Forward reaction prediction with 1.9M reactions from USPTO patents (1976-2016). The task is: Predict the product of the given reaction. (1) Given the reactants [CH3:1][C:2]1[N:3]([C:20]([O:22][C:23]([CH3:26])([CH3:25])[CH3:24])=[O:21])[N:4]=[C:5]2[C:14]3[CH:13]=[C:12]4[CH2:15][CH2:16][CH2:17][CH2:18][C:11]4=[CH:10][C:9]=3[NH:8][C:7](=[O:19])[C:6]=12.C(=O)([O-])[O-].[Cs+].[Cs+].[CH2:33]([CH:35]1[O:37][CH2:36]1)Br, predict the reaction product. The product is: [CH3:1][C:2]1[N:3]([C:20]([O:22][C:23]([CH3:26])([CH3:25])[CH3:24])=[O:21])[N:4]=[C:5]2[C:14]3[CH:13]=[C:12]4[CH2:15][CH2:16][CH2:17][CH2:18][C:11]4=[CH:10][C:9]=3[N:8]([CH2:33][CH:35]3[CH2:36][O:37]3)[C:7](=[O:19])[C:6]=12. (2) Given the reactants Br.[CH3:2][CH:3]1[NH:8][CH2:7][CH2:6][N:5]([C:9]2[CH:14]=[CH:13][CH:12]=[CH:11][N:10]=2)[CH2:4]1.Cl[CH2:16][C:17]1[NH:21][C:20]2[CH:22]=[CH:23][CH:24]=[CH:25][C:19]=2[N:18]=1.C(=O)([O-])[O-].[Cs+].[Cs+], predict the reaction product. The product is: [CH3:2][CH:3]1[CH2:4][N:5]([C:9]2[CH:14]=[CH:13][CH:12]=[CH:11][N:10]=2)[CH2:6][CH2:7][N:8]1[CH2:16][C:17]1[NH:21][C:20]2[CH:22]=[CH:23][CH:24]=[CH:25][C:19]=2[N:18]=1. (3) Given the reactants C1(C)C=CC=CC=1.[F:8][C:9]1[CH:14]=[CH:13][C:12]([C:15]2[CH:19]=[C:18]([CH2:20][NH:21][C:22]3[C:31]4[C:26](=[CH:27][CH:28]=[CH:29][N:30]=4)[N:25]=[CH:24][C:23]=3[N+:32]([O-])=O)[O:17][N:16]=2)=[CH:11][CH:10]=1, predict the reaction product. The product is: [F:8][C:9]1[CH:10]=[CH:11][C:12]([C:15]2[CH:19]=[C:18]([CH2:20][NH:21][C:22]3[C:31]4[C:26](=[CH:27][CH:28]=[CH:29][N:30]=4)[N:25]=[CH:24][C:23]=3[NH2:32])[O:17][N:16]=2)=[CH:13][CH:14]=1. (4) Given the reactants [C:1]1([C:7]2[N:8]=[C:9]([CH2:12][CH2:13][NH:14][C:15](=[O:21])[O:16][C:17]([CH3:20])([CH3:19])[CH3:18])[NH:10][CH:11]=2)[CH:6]=[CH:5][CH:4]=[CH:3][CH:2]=1.C(=O)([O-])[O-].[K+].[K+].Br[CH2:29][CH2:30][O:31][CH3:32].C(OCC)(=O)C, predict the reaction product. The product is: [CH3:32][O:31][CH2:30][CH2:29][N:10]1[CH:11]=[C:7]([C:1]2[CH:2]=[CH:3][CH:4]=[CH:5][CH:6]=2)[N:8]=[C:9]1[CH2:12][CH2:13][NH:14][C:15](=[O:21])[O:16][C:17]([CH3:18])([CH3:20])[CH3:19]. (5) Given the reactants C[O:2][C:3](=[O:27])[CH2:4][C:5]1[C:9]2[C:10]([Cl:26])=[CH:11][C:12]([O:14][CH2:15][C:16]3[N:20]([CH3:21])[N:19]=[C:18]([C:22]([F:25])([F:24])[F:23])[CH:17]=3)=[CH:13][C:8]=2[S:7][CH:6]=1.[OH-].[Na+].C1COCC1.Cl, predict the reaction product. The product is: [Cl:26][C:10]1[C:9]2[C:5]([CH2:4][C:3]([OH:27])=[O:2])=[CH:6][S:7][C:8]=2[CH:13]=[C:12]([O:14][CH2:15][C:16]2[N:20]([CH3:21])[N:19]=[C:18]([C:22]([F:24])([F:23])[F:25])[CH:17]=2)[CH:11]=1. (6) The product is: [C:25]1([S:31]([N:15]2[CH2:16][CH2:17][CH:12]([NH:11][C:9]([NH:8][C:4]3[CH:5]=[CH:6][CH:7]=[C:2]([F:1])[CH:3]=3)=[O:10])[CH2:13][CH2:14]2)(=[O:33])=[O:32])[CH:30]=[CH:29][CH:28]=[CH:27][CH:26]=1. Given the reactants [F:1][C:2]1[CH:3]=[C:4]([NH:8][C:9]([NH:11][CH:12]2[CH2:17][CH2:16][NH:15][CH2:14][CH2:13]2)=[O:10])[CH:5]=[CH:6][CH:7]=1.C(N(CC)CC)C.[C:25]1([S:31](Cl)(=[O:33])=[O:32])[CH:30]=[CH:29][CH:28]=[CH:27][CH:26]=1.O, predict the reaction product. (7) Given the reactants [CH2:1]([O:8][C:9]1[C:10]2[N:11]([C:16]([C:20]([O:22][CH2:23][CH3:24])=[O:21])=[C:17]([CH3:19])[N:18]=2)[CH:12]=[C:13](Br)[CH:14]=1)[C:2]1[CH:7]=[CH:6][CH:5]=[CH:4][CH:3]=1.[CH3:25]B1OB(C)OB(C)O1.C(=O)([O-])[O-].[K+].[K+], predict the reaction product. The product is: [CH2:1]([O:8][C:9]1[C:10]2[N:11]([C:16]([C:20]([O:22][CH2:23][CH3:24])=[O:21])=[C:17]([CH3:19])[N:18]=2)[CH:12]=[C:13]([CH3:25])[CH:14]=1)[C:2]1[CH:7]=[CH:6][CH:5]=[CH:4][CH:3]=1.